From a dataset of Catalyst prediction with 721,799 reactions and 888 catalyst types from USPTO. Predict which catalyst facilitates the given reaction. Reactant: [CH2:1]([O:3][C:4](=[O:20])[C:5](=[O:19])[CH2:6][C:7]([C:10]1[CH:15]=[CH:14][CH:13]=[C:12]([F:16])[C:11]=1[O:17][CH3:18])([CH3:9])[CH3:8])[CH3:2].[F:21][C:22]([Si](C)(C)C)([F:27])[C:23]([F:26])([F:25])[F:24].[F-].C[N+](C)(C)C.Cl. Product: [CH2:1]([O:3][C:4](=[O:20])[C:5]([OH:19])([C:22]([F:27])([F:21])[C:23]([F:26])([F:25])[F:24])[CH2:6][C:7]([C:10]1[CH:15]=[CH:14][CH:13]=[C:12]([F:16])[C:11]=1[O:17][CH3:18])([CH3:9])[CH3:8])[CH3:2]. The catalyst class is: 20.